This data is from Forward reaction prediction with 1.9M reactions from USPTO patents (1976-2016). The task is: Predict the product of the given reaction. (1) Given the reactants [CH:1]([S:4]([N:7]1[C:11]2[CH:12]=[C:13]([C:16]3[N:17]=[C:18]([CH:35](C(OCC)=O)[CH3:36])[N:19]([CH2:27][O:28][CH2:29][CH2:30][Si:31]([CH3:34])([CH3:33])[CH3:32])[C:20]=3[C:21]3[CH:26]=[CH:25][CH:24]=[CH:23][CH:22]=3)[CH:14]=[CH:15][C:10]=2[N:9]=[C:8]1[NH2:42])(=[O:6])=[O:5])([CH3:3])[CH3:2].Cl.[OH-:44].[Na+], predict the reaction product. The product is: [CH:1]([S:4]([N:7]1[C:11]2[CH:12]=[C:13]([C:16]3[N:17]=[C:18]([CH2:35][CH2:36][C:27]([O:28][CH2:29][CH3:30])=[O:44])[N:19]([CH2:27][O:28][CH2:29][CH2:30][Si:31]([CH3:32])([CH3:34])[CH3:33])[C:20]=3[C:21]3[CH:22]=[CH:23][CH:24]=[CH:25][CH:26]=3)[CH:14]=[CH:15][C:10]=2[N:9]=[C:8]1[NH2:42])(=[O:6])=[O:5])([CH3:3])[CH3:2]. (2) The product is: [CH2:1]([C:8]1[CH:9]=[N:10][C:11]2[C:16]([C:17]=1[C:18]1[CH:19]=[C:20]([NH:24][CH2:39][C:31]3[N:30]([CH3:29])[C:38]4[C:33]([CH:32]=3)=[CH:34][CH:35]=[CH:36][CH:37]=4)[CH:21]=[CH:22][CH:23]=1)=[CH:15][CH:14]=[CH:13][C:12]=2[C:25]([F:28])([F:26])[F:27])[C:2]1[CH:3]=[CH:4][CH:5]=[CH:6][CH:7]=1. Given the reactants [CH2:1]([C:8]1[CH:9]=[N:10][C:11]2[C:16]([C:17]=1[C:18]1[CH:19]=[C:20]([NH2:24])[CH:21]=[CH:22][CH:23]=1)=[CH:15][CH:14]=[CH:13][C:12]=2[C:25]([F:28])([F:27])[F:26])[C:2]1[CH:7]=[CH:6][CH:5]=[CH:4][CH:3]=1.[CH3:29][N:30]1[C:38]2[C:33](=[CH:34][CH:35]=[CH:36][CH:37]=2)[CH:32]=[C:31]1[CH:39]=O, predict the reaction product.